Dataset: Catalyst prediction with 721,799 reactions and 888 catalyst types from USPTO. Task: Predict which catalyst facilitates the given reaction. (1) The catalyst class is: 34. Product: [Cl:1][C:2]1[N:7]=[C:6]([N:8]2[C@@H:9]([C@H:12]([O:14][CH3:15])[CH3:13])[CH2:10][O:11][C:17]2=[O:19])[CH:5]=[CH:4][N:3]=1. Reactant: [Cl:1][C:2]1[N:7]=[C:6]([NH:8][C@@H:9]([C@H:12]([O:14][CH3:15])[CH3:13])[CH2:10][OH:11])[CH:5]=[CH:4][N:3]=1.Cl[C:17](Cl)([O:19]C(=O)OC(Cl)(Cl)Cl)Cl.CC1C=CC=C(C)N=1.CCOC(C)=O.CCCCCCC. (2) Reactant: C([C:8]1([C:12]([OH:14])=O)[CH2:10][CH:9]1N)(OC(C)(C)C)=O.CC[N:17](C(C)C)C(C)C.CN(C(ON1N=NC2C=CC=NC1=2)=[N+](C)C)C.F[P-](F)(F)(F)(F)F.[NH2:48][C@@H:49]1[CH2:54][CH2:53][C@H:52]([N:55]2[C:60](=[O:61])[C:59]3[CH:62]=[C:63]([F:66])[CH:64]=[N:65][C:58]=3[N:57]([C:67]3[CH:68]=[C:69]([C:73]4[CH:78]=[CH:77][CH:76]=[CH:75][CH:74]=4)[CH:70]=[CH:71][CH:72]=3)[C:56]2=[O:79])[CH2:51][CH2:50]1. Product: [NH2:17][C:8]1([C:12]([NH:48][C@H:49]2[CH2:54][CH2:53][C@@H:52]([N:55]3[C:60](=[O:61])[C:59]4[CH:62]=[C:63]([F:66])[CH:64]=[N:65][C:58]=4[N:57]([C:67]4[CH:68]=[C:69]([C:73]5[CH:78]=[CH:77][CH:76]=[CH:75][CH:74]=5)[CH:70]=[CH:71][CH:72]=4)[C:56]3=[O:79])[CH2:51][CH2:50]2)=[O:14])[CH2:9][CH2:10]1. The catalyst class is: 18. (3) Reactant: [Cl:1][C:2]1[C:3]([CH:28]=[CH2:29])=[C:4]([CH:9]=[C:10]([CH2:16][C:17]2[CH:22]=[CH:21][C:20]([N:23]3[CH:27]=[CH:26][CH:25]=[N:24]3)=[CH:19][CH:18]=2)[C:11]=1[C:12]([F:15])([F:14])[F:13])[C:5]([O:7]C)=[O:6].ClC1C(C=C)=C(C=C(CC2C=CC(N3C=CC=N3)=CC=2)C=1C(F)(F)F)C(OCC)=O.O.[OH-].[Li+].Cl. Product: [Cl:1][C:2]1[C:3]([CH:28]=[CH2:29])=[C:4]([CH:9]=[C:10]([CH2:16][C:17]2[CH:22]=[CH:21][C:20]([N:23]3[CH:27]=[CH:26][CH:25]=[N:24]3)=[CH:19][CH:18]=2)[C:11]=1[C:12]([F:15])([F:14])[F:13])[C:5]([OH:7])=[O:6]. The catalyst class is: 87. (4) Reactant: [CH3:1][O:2][C:3](=[O:13])[C:4]1[CH:9]=[C:8]([F:10])[C:7](F)=[CH:6][C:5]=1[F:12].[CH3:14][S-:15].[Na+].O. Product: [CH3:1][O:2][C:3](=[O:13])[C:4]1[CH:9]=[C:8]([F:10])[C:7]([S:15][CH3:14])=[CH:6][C:5]=1[F:12]. The catalyst class is: 3. (5) Reactant: [NH2:1][C:2]1[CH:16]=[CH:15][CH:14]=[CH:13][C:3]=1[C:4]([NH:6][CH2:7][CH2:8][CH2:9][C:10]([OH:12])=[O:11])=[O:5].C[Si](Cl)(C)C.C(N(CC)CC)C.[OH:29][C:30]1[CH:38]=[C:37]([N+:39]([O-:41])=[O:40])[CH:36]=[CH:35][C:31]=1[C:32](Cl)=[O:33].[OH-].[Na+].Cl. Product: [OH:29][C:30]1[CH:38]=[C:37]([N+:39]([O-:41])=[O:40])[CH:36]=[CH:35][C:31]=1[C:32]([NH:1][C:2]1[CH:16]=[CH:15][CH:14]=[CH:13][C:3]=1[C:4]([NH:6][CH2:7][CH2:8][CH2:9][C:10]([OH:12])=[O:11])=[O:5])=[O:33]. The catalyst class is: 2. (6) Reactant: [CH3:1][C:2]1[C:7]([O:8][CH3:9])=[C:6]([CH2:10]/[CH:11]=[C:12](/[CH2:14][CH2:15][C:16]([O:18][CH2:19][CH2:20][N:21]2[CH2:26][CH2:25][O:24][CH2:23][CH2:22]2)=[O:17])\[CH3:13])[C:5]([OH:27])=[C:4]2[C:28]([O:30][CH2:31][C:3]=12)=[O:29].C(O)(=O)C.C[Si](C)(C)[Cl:38]. The catalyst class is: 13. Product: [CH3:1][C:2]1[C:7]([O:8][CH3:9])=[C:6]([CH2:10]/[CH:11]=[C:12](/[CH2:14][CH2:15][C:16]([O:18][CH2:19][CH2:20][N:21]2[CH2:22][CH2:23][O:24][CH2:25][CH2:26]2)=[O:17])\[CH3:13])[C:5]([OH:27])=[C:4]2[C:28]([O:30][CH2:31][C:3]=12)=[O:29].[ClH:38]. (7) Reactant: [Cl:1][C:2]1[CH:6]=[CH:5][S:4][C:3]=1[C:7]([O:9]C)=[O:8].[OH-].[Na+]. Product: [Cl:1][C:2]1[CH:6]=[CH:5][S:4][C:3]=1[C:7]([OH:9])=[O:8]. The catalyst class is: 5. (8) Reactant: O.[NH2:2][NH2:3].[CH:4]1[C:9]([C:10]([OH:12])=[O:11])=[CH:8][C:7]2[C:13](O[C:16](=[O:17])[C:6]=2[CH:5]=1)=[O:14]. Product: [O:17]=[C:16]1[C:6]2[C:7](=[CH:8][C:9]([C:10]([OH:12])=[O:11])=[CH:4][CH:5]=2)[C:13](=[O:14])[NH:3][NH:2]1. The catalyst class is: 15. (9) The catalyst class is: 8. Reactant: [CH3:1][C:2]([CH3:22])([CH3:21])[CH2:3][CH2:4][C:5]([N:7]1[CH2:12][CH2:11][N:10]([C:13]2[N:18]=[C:17]([C:19]#[N:20])[CH:16]=[CH:15][N:14]=2)[CH2:9][CH2:8]1)=[O:6].Cl.[OH:24][NH2:25].C(=O)([O-])[O-].[K+].[K+]. Product: [NH2:20][C:19](=[N:25][OH:24])[C:17]1[CH:16]=[CH:15][N:14]=[C:13]([N:10]2[CH2:9][CH2:8][N:7]([C:5](=[O:6])[CH2:4][CH2:3][C:2]([CH3:22])([CH3:21])[CH3:1])[CH2:12][CH2:11]2)[N:18]=1. (10) Reactant: [CH3:1][O:2][C:3]1[N:8]=[CH:7][C:6]([CH2:9][OH:10])=[CH:5][CH:4]=1.C(N(CC)CC)C.[CH3:18][S:19](Cl)(=[O:21])=[O:20]. Product: [CH3:18][S:19]([O:10][CH2:9][C:6]1[CH:7]=[N:8][C:3]([O:2][CH3:1])=[CH:4][CH:5]=1)(=[O:21])=[O:20]. The catalyst class is: 46.